Dataset: Reaction yield outcomes from USPTO patents with 853,638 reactions. Task: Predict the reaction yield, written as a fraction of the theoretical maximum amount of product (1.0 means a 100% yield; for example, 0.34 means a 34% yield). (1) The reactants are [CH:1](NN=NC1C=CC(C)=CC=1)([CH3:3])[CH3:2].[OH:14][C@@H:15]1[CH2:19][C:18](=[O:20])[C@H:17]([S:21][CH2:22][CH2:23][CH2:24][S:25][CH2:26][C:27]([OH:29])=[O:28])[C@H:16]1/[CH:30]=[CH:31]/[C@@H:32]([OH:38])[CH2:33][CH2:34][CH2:35][CH2:36][CH3:37]. The catalyst is CC(C)=O. The product is [CH:1]([O:28][C:27](=[O:29])[CH2:26][S:25][CH2:24][CH2:23][CH2:22][S:21][C@H:17]1[C:18](=[O:20])[CH2:19][C@@H:15]([OH:14])[C@@H:16]1/[CH:30]=[CH:31]/[C@@H:32]([OH:38])[CH2:33][CH2:34][CH2:35][CH2:36][CH3:37])([CH3:3])[CH3:2]. The yield is 0.380. (2) The reactants are N[C:2]1[C:7]([N+:8]([O-:10])=[O:9])=[CH:6][CH:5]=[CH:4][C:3]=1[OH:11].[BrH:12].N([O-])=O.[Na+]. The catalyst is O.O1CCOCC1. The product is [Br:12][C:2]1[C:7]([N+:8]([O-:10])=[O:9])=[CH:6][CH:5]=[CH:4][C:3]=1[OH:11]. The yield is 0.500. (3) The reactants are [O:1]([C:8]1[S:12][C:11]([CH2:13][NH2:14])=[CH:10][CH:9]=1)[C:2]1[CH:7]=[CH:6][CH:5]=[CH:4][CH:3]=1.[NH2:15][C:16]1[CH:24]=[CH:23][C:19]([C:20](O)=[O:21])=[CH:18][N:17]=1.F[P-](F)(F)(F)(F)F.N1([P+](N(C)C)(N(C)C)N(C)C)C2C=CC=CC=2N=N1.C(N(CC)CC)C. The catalyst is CN(C)C=O.CO.C(OCC)(=O)C.O. The product is [NH2:15][C:16]1[CH:24]=[CH:23][C:19]([C:20]([NH:14][CH2:13][C:11]2[S:12][C:8]([O:1][C:2]3[CH:3]=[CH:4][CH:5]=[CH:6][CH:7]=3)=[CH:9][CH:10]=2)=[O:21])=[CH:18][N:17]=1. The yield is 0.482. (4) The reactants are N#N.[C:3]1(C)[CH:8]=CC=C[CH:4]=1.[C:10]([O:14][CH2:15][CH3:16])(=[O:13])[CH:11]=[O:12].C(Br)C#C. The catalyst is C1COCC1.CCOCC.[Zn].C(Br)C#C. The product is [CH2:15]([O:14][C:10](=[O:13])[CH:11]([OH:12])[CH2:8][C:3]#[CH:4])[CH3:16]. The yield is 0.510. (5) The reactants are [C:1]([CH2:3][CH2:4][CH2:5][O:6][C:7]1[CH:12]=[CH:11][C:10]([CH2:13][C:14]([OH:16])=O)=[CH:9][CH:8]=1)#[N:2].[Cl:17][C:18]1[CH:24]=[CH:23][C:21]([OH:22])=[CH:20][C:19]=1[OH:25].B(F)(F)F.CCOCC. No catalyst specified. The product is [Cl:17][C:18]1[C:19]([OH:25])=[CH:20][C:21]([OH:22])=[C:23]([C:14](=[O:16])[CH2:13][C:10]2[CH:9]=[CH:8][C:7]([O:6][CH2:5][CH2:4][CH2:3][C:1]#[N:2])=[CH:12][CH:11]=2)[CH:24]=1. The yield is 0.787. (6) The reactants are [Br:1][C:2]1[CH:12]=[CH:11][C:5]([O:6][CH:7]2[CH2:10][NH:9][CH2:8]2)=[CH:4][CH:3]=1.C(N(CC)CC)C.[C:20](OC(=O)C)(=[O:22])[CH3:21]. The catalyst is C(Cl)Cl.C(OCC)(=O)C. The product is [Br:1][C:2]1[CH:12]=[CH:11][C:5]([O:6][CH:7]2[CH2:8][N:9]([C:20](=[O:22])[CH3:21])[CH2:10]2)=[CH:4][CH:3]=1. The yield is 1.00.